Dataset: Peptide-MHC class I binding affinity with 185,985 pairs from IEDB/IMGT. Task: Regression. Given a peptide amino acid sequence and an MHC pseudo amino acid sequence, predict their binding affinity value. This is MHC class I binding data. (1) The peptide sequence is SYFVASFRLF. The MHC is HLA-A26:01 with pseudo-sequence HLA-A26:01. The binding affinity (normalized) is 0.356. (2) The peptide sequence is HVTQHWPQL. The MHC is HLA-A29:02 with pseudo-sequence HLA-A29:02. The binding affinity (normalized) is 0.0847. (3) The peptide sequence is FPYSTFPII. The MHC is Patr-A0401 with pseudo-sequence Patr-A0401. The binding affinity (normalized) is 0.110. (4) The peptide sequence is RITVLDIGDAY. The MHC is Mamu-B52 with pseudo-sequence Mamu-B52. The binding affinity (normalized) is 0.0807.